Dataset: Reaction yield outcomes from USPTO patents with 853,638 reactions. Task: Predict the reaction yield, written as a fraction of the theoretical maximum amount of product (1.0 means a 100% yield; for example, 0.34 means a 34% yield). (1) The yield is 0.450. The reactants are [NH2:1][C:2]1[CH:28]=[CH:27][C:5]([O:6][C:7]2[CH:12]=[CH:11][N:10]=[C:9]([NH:13][C:14]([N:16]3[CH2:21][CH2:20][N:19]([CH2:22][CH2:23][N:24]([CH3:26])[CH3:25])[CH2:18][CH2:17]3)=[O:15])[CH:8]=2)=[CH:4][CH:3]=1.C12(CS(O)(=O)=O)C(C)(C)C(CC1)CC2=O.[C:44]1([CH2:50][C:51]([N:53]=[C:54]=[S:55])=[O:52])[CH:49]=[CH:48][CH:47]=[CH:46][CH:45]=1. The catalyst is C(O)C.C1(C)C=CC=CC=1. The product is [CH3:26][N:24]([CH3:25])[CH2:23][CH2:22][N:19]1[CH2:18][CH2:17][N:16]([C:14]([NH:13][C:9]2[CH:8]=[C:7]([O:6][C:5]3[CH:4]=[CH:3][C:2]([NH:1][C:54]([NH:53][C:51](=[O:52])[CH2:50][C:44]4[CH:45]=[CH:46][CH:47]=[CH:48][CH:49]=4)=[S:55])=[CH:28][CH:27]=3)[CH:12]=[CH:11][N:10]=2)=[O:15])[CH2:21][CH2:20]1. (2) The reactants are [Br:1][C:2]1[CH:3]=[C:4]([C:15]([NH:17][CH2:18][C:19]2[C:20]([CH3:35])=[CH:21][C:22]([NH:27]C(=O)OC(C)(C)C)=[N:23][C:24]=2[O:25]C)=[O:16])[C:5]2[C:6]([CH3:14])=[CH:7][N:8]([CH:11]([CH3:13])[CH3:12])[C:9]=2[CH:10]=1.[Si](I)(C)(C)C. The catalyst is C(#N)C. The product is [NH2:27][C:22]1[NH:23][C:24](=[O:25])[C:19]([CH2:18][NH:17][C:15]([C:4]2[C:5]3[C:6]([CH3:14])=[CH:7][N:8]([CH:11]([CH3:12])[CH3:13])[C:9]=3[CH:10]=[C:2]([Br:1])[CH:3]=2)=[O:16])=[C:20]([CH3:35])[CH:21]=1. The yield is 0.0940. (3) No catalyst specified. The yield is 0.590. The reactants are Br[CH2:2][C:3]1[C:13]([Cl:14])=[N:12][CH:11]=[CH:10][C:4]=1[C:5]([O:7]CC)=O.Cl.[Cl:16][C:17]1[CH:18]=[N:19][N:20]([C:22]2[N:27]=[CH:26][C:25]([CH:28]([NH2:30])[CH3:29])=[CH:24][C:23]=2[CH3:31])[CH:21]=1. The product is [Cl:14][C:13]1[C:3]2[CH2:2][N:30]([CH:28]([C:25]3[CH:26]=[N:27][C:22]([N:20]4[CH:21]=[C:17]([Cl:16])[CH:18]=[N:19]4)=[C:23]([CH3:31])[CH:24]=3)[CH3:29])[C:5](=[O:7])[C:4]=2[CH:10]=[CH:11][N:12]=1. (4) The reactants are Cl[C:2]1[N:7]=[C:6]([NH:8][CH2:9][C:10]2[C:19]3[C:14](=[CH:15][CH:16]=[CH:17][CH:18]=3)[CH:13]=[CH:12][CH:11]=2)[C:5]([N+:20]([O-:22])=[O:21])=[CH:4][CH:3]=1.[NH:23]1[CH2:28][CH2:27][O:26][CH2:25][CH2:24]1.C([O-])([O-])=O.[K+].[K+].O. The catalyst is CN(C=O)C. The product is [O:26]1[CH2:27][CH2:28][N:23]([C:2]2[N:7]=[C:6]([NH:8][CH2:9][C:10]3[C:19]4[C:14](=[CH:15][CH:16]=[CH:17][CH:18]=4)[CH:13]=[CH:12][CH:11]=3)[C:5]([N+:20]([O-:22])=[O:21])=[CH:4][CH:3]=2)[CH2:24][CH2:25]1. The yield is 0.960. (5) The reactants are ClC(Cl)(Cl)C(Cl)(Cl)Cl.C1(P(C2C=CC=CC=2)C2C=CC=CC=2)C=CC=CC=1.C(N(CC)CC)C.[CH2:35]([O:42][C:43]1[CH:58]=[CH:57][C:46]([C:47]([NH:49][C:50]2[CH:51]=[N:52][CH:53]=[CH:54][C:55]=2[OH:56])=O)=[CH:45][CH:44]=1)[C:36]1[CH:41]=[CH:40][CH:39]=[CH:38][CH:37]=1. The catalyst is ClCCl. The product is [CH2:35]([O:42][C:43]1[CH:58]=[CH:57][C:46]([C:47]2[O:56][C:55]3[CH:54]=[CH:53][N:52]=[CH:51][C:50]=3[N:49]=2)=[CH:45][CH:44]=1)[C:36]1[CH:41]=[CH:40][CH:39]=[CH:38][CH:37]=1. The yield is 0.920. (6) The reactants are Br[CH:2]([CH2:15][CH3:16])[C:3]([C:5]1[CH:14]=[CH:13][C:8]([C:9]([O:11][CH3:12])=[O:10])=[CH:7][CH:6]=1)=O.[CH3:17][C:18]1[N:19]=[CH:20][C:21]([C:24](=[S:26])[NH2:25])=[N:22][CH:23]=1. The catalyst is CO. The product is [CH2:15]([C:2]1[S:26][C:24]([C:21]2[CH:20]=[N:19][C:18]([CH3:17])=[CH:23][N:22]=2)=[N:25][C:3]=1[C:5]1[CH:14]=[CH:13][C:8]([C:9]([O:11][CH3:12])=[O:10])=[CH:7][CH:6]=1)[CH3:16]. The yield is 0.750. (7) The reactants are [OH:1][C:2]1[CH:7]=[CH:6][C:5](/[CH:8]=[CH:9]/[C:10](=[O:25])[CH2:11][C:12](=[O:24])/[CH:13]=[CH:14]/[C:15]2[CH:20]=[CH:19][C:18]([OH:21])=[C:17]([O:22][CH3:23])[CH:16]=2)=[CH:4][C:3]=1[O:26][CH3:27].[CH3:28][N:29]([CH3:33])[C:30](Cl)=[O:31]. The catalyst is C(Cl)Cl. The product is [CH3:28][N:29]([CH3:33])[C:30](=[O:31])[O:21][C:18]1[CH:19]=[CH:20][C:15](/[CH:14]=[CH:13]/[C:12](=[O:24])[CH2:11][C:10](=[O:25])/[CH:9]=[CH:8]/[C:5]2[CH:6]=[CH:7][C:2]([OH:1])=[C:3]([O:26][CH3:27])[CH:4]=2)=[CH:16][C:17]=1[O:22][CH3:23]. The yield is 0.280.